From a dataset of NCI-60 drug combinations with 297,098 pairs across 59 cell lines. Regression. Given two drug SMILES strings and cell line genomic features, predict the synergy score measuring deviation from expected non-interaction effect. (1) Synergy scores: CSS=24.6, Synergy_ZIP=-3.33, Synergy_Bliss=2.22, Synergy_Loewe=1.37, Synergy_HSA=1.38. Cell line: SK-MEL-2. Drug 2: C(CCl)NC(=O)N(CCCl)N=O. Drug 1: C1CCC(CC1)NC(=O)N(CCCl)N=O. (2) Drug 1: CC1=C(C(CCC1)(C)C)C=CC(=CC=CC(=CC(=O)O)C)C. Drug 2: CC1CCC2CC(C(=CC=CC=CC(CC(C(=O)C(C(C(=CC(C(=O)CC(OC(=O)C3CCCCN3C(=O)C(=O)C1(O2)O)C(C)CC4CCC(C(C4)OC)OCCO)C)C)O)OC)C)C)C)OC. Cell line: UACC62. Synergy scores: CSS=7.09, Synergy_ZIP=-2.84, Synergy_Bliss=0.953, Synergy_Loewe=0.525, Synergy_HSA=0.970. (3) Drug 1: C1=CC(=C2C(=C1NCCNCCO)C(=O)C3=C(C=CC(=C3C2=O)O)O)NCCNCCO. Drug 2: CC12CCC3C(C1CCC2O)C(CC4=C3C=CC(=C4)O)CCCCCCCCCS(=O)CCCC(C(F)(F)F)(F)F. Cell line: MDA-MB-231. Synergy scores: CSS=36.1, Synergy_ZIP=3.24, Synergy_Bliss=5.17, Synergy_Loewe=-6.77, Synergy_HSA=6.46. (4) Drug 1: CC1OCC2C(O1)C(C(C(O2)OC3C4COC(=O)C4C(C5=CC6=C(C=C35)OCO6)C7=CC(=C(C(=C7)OC)O)OC)O)O. Drug 2: CC1=CC=C(C=C1)C2=CC(=NN2C3=CC=C(C=C3)S(=O)(=O)N)C(F)(F)F. Cell line: MDA-MB-231. Synergy scores: CSS=27.1, Synergy_ZIP=0.00241, Synergy_Bliss=2.71, Synergy_Loewe=-5.66, Synergy_HSA=2.85. (5) Drug 1: CN(C)C1=NC(=NC(=N1)N(C)C)N(C)C. Drug 2: C1CC(C1)(C(=O)O)C(=O)O.[NH2-].[NH2-].[Pt+2]. Cell line: K-562. Synergy scores: CSS=15.4, Synergy_ZIP=-2.45, Synergy_Bliss=-1.17, Synergy_Loewe=-37.9, Synergy_HSA=-4.88.